Predict which catalyst facilitates the given reaction. From a dataset of Catalyst prediction with 721,799 reactions and 888 catalyst types from USPTO. Reactant: [Br:1][C:2]1[CH:3]=[C:4]([S:9](Cl)(=[O:11])=[O:10])[CH:5]=[CH:6][C:7]=1[F:8].[NH:13]1[CH2:17][CH2:16][CH2:15][CH2:14]1. Product: [Br:1][C:2]1[CH:3]=[C:4]([S:9]([N:13]2[CH2:17][CH2:16][CH2:15][CH2:14]2)(=[O:11])=[O:10])[CH:5]=[CH:6][C:7]=1[F:8]. The catalyst class is: 4.